From a dataset of Forward reaction prediction with 1.9M reactions from USPTO patents (1976-2016). Predict the product of the given reaction. (1) Given the reactants C([O:3][C:4]([C:6]1[N:11]=[C:10]([NH2:12])[N:9]=[C:8]([NH:13][C:14]2[CH:19]=[CH:18][C:17]([O:20][C:21]3[CH:26]=[CH:25][N:24]=[C:23]([C:27]([F:30])([F:29])[F:28])[CH:22]=3)=[CH:16][CH:15]=2)[CH:7]=1)=[CH2:5])C.Cl, predict the reaction product. The product is: [NH2:12][C:10]1[N:11]=[C:6]([C:4](=[O:3])[CH3:5])[CH:7]=[C:8]([NH:13][C:14]2[CH:19]=[CH:18][C:17]([O:20][C:21]3[CH:26]=[CH:25][N:24]=[C:23]([C:27]([F:30])([F:29])[F:28])[CH:22]=3)=[CH:16][CH:15]=2)[N:9]=1. (2) Given the reactants C([O:8][CH2:9][CH2:10][C:11]1[N:15]([C:16]2[CH:21]=[CH:20][C:19]([F:22])=[CH:18][C:17]=2[C:23]([F:26])([F:25])[F:24])[C:14]([CH3:27])=[C:13]([C:28]([NH:30][C:31]2[CH:36]=[CH:35][C:34]([S:37]([CH3:40])(=[O:39])=[O:38])=[CH:33][CH:32]=2)=[O:29])[CH:12]=1)C1C=CC=CC=1, predict the reaction product. The product is: [F:22][C:19]1[CH:20]=[CH:21][C:16]([N:15]2[C:11]([CH2:10][CH2:9][OH:8])=[CH:12][C:13]([C:28]([NH:30][C:31]3[CH:36]=[CH:35][C:34]([S:37]([CH3:40])(=[O:39])=[O:38])=[CH:33][CH:32]=3)=[O:29])=[C:14]2[CH3:27])=[C:17]([C:23]([F:24])([F:26])[F:25])[CH:18]=1. (3) Given the reactants [OH-].[K+].C(O)C.[Cl:6][C:7]1[CH:12]=[CH:11][CH:10]=[C:9]([Cl:13])[C:8]=1[OH:14].[Cl:15][C:16]1[N:21]=[C:20](Cl)[CH:19]=[C:18]([Cl:23])[N:17]=1, predict the reaction product. The product is: [Cl:15][C:16]1[N:17]=[C:18]([Cl:23])[CH:19]=[C:20]([O:14][C:8]2[C:7]([Cl:6])=[CH:12][CH:11]=[CH:10][C:9]=2[Cl:13])[N:21]=1.